Dataset: hERG potassium channel inhibition data for cardiac toxicity prediction from Karim et al.. Task: Regression/Classification. Given a drug SMILES string, predict its toxicity properties. Task type varies by dataset: regression for continuous values (e.g., LD50, hERG inhibition percentage) or binary classification for toxic/non-toxic outcomes (e.g., AMES mutagenicity, cardiotoxicity, hepatotoxicity). Dataset: herg_karim. (1) The molecule is CC(=O)Nc1cccc(N2CCN(CCCCNS(=O)(=O)CC3CCCCC3)CC2)c1. The result is 1 (blocker). (2) The molecule is CSc1ccc([C@H]2N=C(OCc3ccc(NS(C)(=O)=O)cc3)N(C)Cc3ccccc32)cc1.Cl. The result is 0 (non-blocker). (3) The molecule is O=C1COc2ccc(CNC3CCN(CCN4C(=O)COc5ccc(NC(=O)C(F)(F)F)cc54)CC3)nc2N1. The result is 0 (non-blocker). (4) The drug is C[N+]CCCC12CCC(c3ccccc31)c1ccccc12. The result is 1 (blocker). (5) The compound is O=C1COc2ccc(CNC3CCN(CCN4C(=O)COc5ccc(F)cc54)CC3)nc2N1. The result is 1 (blocker). (6) The compound is OCCCNc1cc(-c2ccnc(Nc3cccc(Cl)c3)n2)ccn1. The result is 0 (non-blocker).